From a dataset of HIV replication inhibition screening data with 41,000+ compounds from the AIDS Antiviral Screen. Binary Classification. Given a drug SMILES string, predict its activity (active/inactive) in a high-throughput screening assay against a specified biological target. The molecule is COc1cc2nc(CC(O)c3nc4cc(OC)c(OC)cc4[nH]3)[nH]c2cc1OC. The result is 0 (inactive).